From a dataset of Peptide-MHC class II binding affinity with 134,281 pairs from IEDB. Regression. Given a peptide amino acid sequence and an MHC pseudo amino acid sequence, predict their binding affinity value. This is MHC class II binding data. (1) The peptide sequence is EKKYFAATDFEPLAA. The MHC is HLA-DPA10103-DPB10601 with pseudo-sequence HLA-DPA10103-DPB10601. The binding affinity (normalized) is 0.943. (2) The peptide sequence is FERLAITKGKVDPTD. The MHC is DRB5_0101 with pseudo-sequence DRB5_0101. The binding affinity (normalized) is 0.730. (3) The peptide sequence is SDRGWGNGCGLFGKG. The MHC is DRB1_0802 with pseudo-sequence DRB1_0802. The binding affinity (normalized) is 0.